Task: Regression. Given two drug SMILES strings and cell line genomic features, predict the synergy score measuring deviation from expected non-interaction effect.. Dataset: NCI-60 drug combinations with 297,098 pairs across 59 cell lines (1) Cell line: UACC-257. Drug 1: CC1C(C(CC(O1)OC2CC(CC3=C2C(=C4C(=C3O)C(=O)C5=C(C4=O)C(=CC=C5)OC)O)(C(=O)C)O)N)O.Cl. Drug 2: CC1=C(C=C(C=C1)NC(=O)C2=CC=C(C=C2)CN3CCN(CC3)C)NC4=NC=CC(=N4)C5=CN=CC=C5. Synergy scores: CSS=-3.72, Synergy_ZIP=-0.173, Synergy_Bliss=0.921, Synergy_Loewe=-3.41, Synergy_HSA=-1.49. (2) Drug 1: CC1CCC2CC(C(=CC=CC=CC(CC(C(=O)C(C(C(=CC(C(=O)CC(OC(=O)C3CCCCN3C(=O)C(=O)C1(O2)O)C(C)CC4CCC(C(C4)OC)O)C)C)O)OC)C)C)C)OC. Drug 2: C#CCC(CC1=CN=C2C(=N1)C(=NC(=N2)N)N)C3=CC=C(C=C3)C(=O)NC(CCC(=O)O)C(=O)O. Cell line: NCIH23. Synergy scores: CSS=46.3, Synergy_ZIP=3.10, Synergy_Bliss=1.14, Synergy_Loewe=-9.50, Synergy_HSA=0.309. (3) Drug 1: C1=C(C(=O)NC(=O)N1)F. Drug 2: CC(C)(C1=NC(=CC=C1)N2C3=NC(=NC=C3C(=O)N2CC=C)NC4=CC=C(C=C4)N5CCN(CC5)C)O. Cell line: SW-620. Synergy scores: CSS=68.3, Synergy_ZIP=7.41, Synergy_Bliss=6.21, Synergy_Loewe=5.07, Synergy_HSA=11.2. (4) Synergy scores: CSS=70.6, Synergy_ZIP=1.61, Synergy_Bliss=0.935, Synergy_Loewe=-2.22, Synergy_HSA=2.06. Cell line: SW-620. Drug 2: B(C(CC(C)C)NC(=O)C(CC1=CC=CC=C1)NC(=O)C2=NC=CN=C2)(O)O. Drug 1: CC(C)(C1=NC(=CC=C1)N2C3=NC(=NC=C3C(=O)N2CC=C)NC4=CC=C(C=C4)N5CCN(CC5)C)O. (5) Drug 1: CCC1(CC2CC(C3=C(CCN(C2)C1)C4=CC=CC=C4N3)(C5=C(C=C6C(=C5)C78CCN9C7C(C=CC9)(C(C(C8N6C=O)(C(=O)OC)O)OC(=O)C)CC)OC)C(=O)OC)O.OS(=O)(=O)O. Drug 2: CCCCCOC(=O)NC1=NC(=O)N(C=C1F)C2C(C(C(O2)C)O)O. Cell line: SR. Synergy scores: CSS=-1.06, Synergy_ZIP=-1.26, Synergy_Bliss=-2.34, Synergy_Loewe=-3.48, Synergy_HSA=-4.18. (6) Drug 1: CCCCC(=O)OCC(=O)C1(CC(C2=C(C1)C(=C3C(=C2O)C(=O)C4=C(C3=O)C=CC=C4OC)O)OC5CC(C(C(O5)C)O)NC(=O)C(F)(F)F)O. Drug 2: C1=CC=C(C(=C1)C(C2=CC=C(C=C2)Cl)C(Cl)Cl)Cl. Cell line: M14. Synergy scores: CSS=12.3, Synergy_ZIP=-6.39, Synergy_Bliss=-11.1, Synergy_Loewe=-27.9, Synergy_HSA=-11.0. (7) Drug 1: CS(=O)(=O)C1=CC(=C(C=C1)C(=O)NC2=CC(=C(C=C2)Cl)C3=CC=CC=N3)Cl. Drug 2: C1CNP(=O)(OC1)N(CCCl)CCCl. Cell line: NCI/ADR-RES. Synergy scores: CSS=-0.0785, Synergy_ZIP=-1.00, Synergy_Bliss=-0.452, Synergy_Loewe=-10.4, Synergy_HSA=-3.97. (8) Drug 1: CC(CN1CC(=O)NC(=O)C1)N2CC(=O)NC(=O)C2. Drug 2: CC1CCC2CC(C(=CC=CC=CC(CC(C(=O)C(C(C(=CC(C(=O)CC(OC(=O)C3CCCCN3C(=O)C(=O)C1(O2)O)C(C)CC4CCC(C(C4)OC)O)C)C)O)OC)C)C)C)OC. Cell line: NCI/ADR-RES. Synergy scores: CSS=-1.31, Synergy_ZIP=-1.70, Synergy_Bliss=-4.39, Synergy_Loewe=-6.44, Synergy_HSA=-4.55. (9) Drug 1: CC=C1C(=O)NC(C(=O)OC2CC(=O)NC(C(=O)NC(CSSCCC=C2)C(=O)N1)C(C)C)C(C)C. Drug 2: C1CCC(C(C1)N)N.C(=O)(C(=O)[O-])[O-].[Pt+4]. Cell line: OVCAR3. Synergy scores: CSS=34.2, Synergy_ZIP=-4.03, Synergy_Bliss=-0.632, Synergy_Loewe=-20.5, Synergy_HSA=1.07.